From a dataset of Forward reaction prediction with 1.9M reactions from USPTO patents (1976-2016). Predict the product of the given reaction. (1) Given the reactants [CH3:1][O:2][C:3]1[CH:4]=[C:5]([CH:20]=[CH:21][CH:22]=1)[CH2:6][N:7]([CH3:19])[C:8]([C:10]1[C:11]2[CH:12]=[CH:13][NH:14][C:15]=2[CH:16]=[CH:17][CH:18]=1)=[O:9].[NH2:23][C:24]1[N:29]=[C:28](Cl)[CH:27]=[CH:26][N:25]=1.C([O-])([O-])=O.[Cs+].[Cs+], predict the reaction product. The product is: [NH2:23][C:24]1[N:29]=[C:28]([N:14]2[C:15]3[CH:16]=[CH:17][CH:18]=[C:10]([C:8]([N:7]([CH2:6][C:5]4[CH:20]=[CH:21][CH:22]=[C:3]([O:2][CH3:1])[CH:4]=4)[CH3:19])=[O:9])[C:11]=3[CH:12]=[CH:13]2)[CH:27]=[CH:26][N:25]=1. (2) Given the reactants Cl[C:2]1[N:3]=[C:4]([NH:20][CH2:21][CH:22]=[CH2:23])[C:5]2[N:6]=[C:7]([NH:16][CH2:17][CH:18]=[CH2:19])[N:8]=[C:9]([NH:12][CH2:13][CH:14]=[CH2:15])[C:10]=2[N:11]=1.[F:24][C:25]1[CH:30]=[CH:29][C:28]([CH:31]([C:38]2[CH:43]=[CH:42][C:41]([F:44])=[CH:40][CH:39]=2)[N:32]2[CH2:37][CH2:36][NH:35][CH2:34][CH2:33]2)=[CH:27][CH:26]=1.C(NC1N=C(NCC=C)C2N=C(N3CCN(CC4C=CC(F)=CC=4)CC3)N=C(NCC=C)C=2N=1)C=C, predict the reaction product. The product is: [CH2:17]([NH:16][C:7]1[N:8]=[C:9]([NH:12][CH2:13][CH:14]=[CH2:15])[C:10]2[N:11]=[C:2]([N:35]3[CH2:34][CH2:33][N:32]([CH:31]([C:38]4[CH:43]=[CH:42][C:41]([F:44])=[CH:40][CH:39]=4)[C:28]4[CH:27]=[CH:26][C:25]([F:24])=[CH:30][CH:29]=4)[CH2:37][CH2:36]3)[N:3]=[C:4]([NH:20][CH2:21][CH:22]=[CH2:23])[C:5]=2[N:6]=1)[CH:18]=[CH2:19]. (3) The product is: [Cl:17][C:4]1[CH:3]=[C:2]([NH:1][C:42]2[CH:43]=[CH:44][CH:45]=[CH:46][C:47]=2[CH2:48][O:9][CH2:8][CH2:5][O:70][CH2:75][CH2:74][O:73][CH2:72][CH2:71][O:65][CH:64]2[CH2:4][CH2:3][CH2:2][CH2:7][O:67]2)[CH:7]=[CH:6][C:5]=1[C:8]([C:10]1[CH:15]=[CH:14][CH:13]=[CH:12][C:11]=1[CH3:16])=[O:9]. Given the reactants [NH2:1][C:2]1[CH:7]=[CH:6][C:5]([C:8]([C:10]2[CH:15]=[CH:14][CH:13]=[CH:12][C:11]=2[CH3:16])=[O:9])=[C:4]([Cl:17])[CH:3]=1.C1C=CC(P([C:44]2[C:45](C3C(P(C4C=CC=CC=4)C4C=CC=CC=4)=C[CH:48]=[C:47]4[C:42]=3[CH:43]=[CH:44][CH:45]=[CH:46]4)=[C:46]3[C:47]([CH:48]=CC=C3)=[CH:42][CH:43]=2)C2C=CC=CC=2)=CC=1.[C:64]([O-:67])([O-])=[O:65].[Cs+].[Cs+].[O:70]1[CH2:75][CH2:74][O:73][CH2:72][CH2:71]1, predict the reaction product. (4) Given the reactants Cl.[NH2:2][OH:3].[CH:4]1([O:9][C:10]2[C:11]([O:21][CH3:22])=[CH:12][CH:13]=[C:14]3[C:19]=2[O:18][CH2:17][CH2:16][C:15]3=O)[CH2:8][CH2:7][CH2:6][CH2:5]1.C(=O)([O-])[O-].[K+].[K+], predict the reaction product. The product is: [CH:4]1([O:9][C:10]2[C:11]([O:21][CH3:22])=[CH:12][CH:13]=[C:14]3[C:19]=2[O:18][CH2:17][CH2:16][C:15]3=[N:2][OH:3])[CH2:8][CH2:7][CH2:6][CH2:5]1. (5) Given the reactants [CH3:1][O:2][CH2:3][C@@H:4]([O:6][C:7]1[CH:8]=[C:9]([CH:19]=[C:20]([O:22]CC2C=CC=CC=2)[CH:21]=1)[C:10]([NH:12][C:13]1[CH:17]=[CH:16][N:15]([CH3:18])[N:14]=1)=[O:11])[CH3:5], predict the reaction product. The product is: [OH:22][C:20]1[CH:19]=[C:9]([CH:8]=[C:7]([O:6][C@@H:4]([CH3:5])[CH2:3][O:2][CH3:1])[CH:21]=1)[C:10]([NH:12][C:13]1[CH:17]=[CH:16][N:15]([CH3:18])[N:14]=1)=[O:11]. (6) Given the reactants [C:1](Cl)(Cl)=[S:2].[Cl:5][C:6]1[C:7]([NH2:13])=[N:8][CH:9]=[C:10]([Cl:12])[CH:11]=1, predict the reaction product. The product is: [Cl:5][C:6]1[C:7]([N:13]=[C:1]=[S:2])=[N:8][CH:9]=[C:10]([Cl:12])[CH:11]=1.